From a dataset of Forward reaction prediction with 1.9M reactions from USPTO patents (1976-2016). Predict the product of the given reaction. The product is: [C:12]1([C:10]#[C:11][C:2]2[CH:3]=[N:4][CH:5]=[C:6]([CH:9]=2)[CH:7]=[O:8])[CH:17]=[CH:16][CH:15]=[CH:14][CH:13]=1. Given the reactants Br[C:2]1[CH:3]=[N:4][CH:5]=[C:6]([CH:9]=1)[CH:7]=[O:8].[C:10]([C:12]1[CH:17]=[CH:16][CH:15]=[CH:14][CH:13]=1)#[CH:11].C1(P(C2C=CC=CC=2)C2C=CC=CC=2)C=CC=CC=1, predict the reaction product.